From a dataset of Forward reaction prediction with 1.9M reactions from USPTO patents (1976-2016). Predict the product of the given reaction. (1) Given the reactants [CH2:1]([O:8][CH2:9][CH2:10][N:11]1[C:23]2[C:22]3[CH:21]=[CH:20][CH:19]=[CH:18][C:17]=3[N:16]=[C:15]([NH:24]C(=O)C(Cl)(Cl)Cl)[C:14]=2[N:13]=[C:12]1[CH2:31][CH2:32][CH2:33][CH3:34])[C:2]1[CH:7]=[CH:6][CH:5]=[CH:4][CH:3]=1.C[O-].[Na+], predict the reaction product. The product is: [CH2:1]([O:8][CH2:9][CH2:10][N:11]1[C:23]2[C:22]3[CH:21]=[CH:20][CH:19]=[CH:18][C:17]=3[N:16]=[C:15]([NH2:24])[C:14]=2[N:13]=[C:12]1[CH2:31][CH2:32][CH2:33][CH3:34])[C:2]1[CH:3]=[CH:4][CH:5]=[CH:6][CH:7]=1. (2) Given the reactants [C:1]([C:3]1[CH:11]=[CH:10][C:6]([C:7](Cl)=[O:8])=[C:5]([F:12])[CH:4]=1)#[N:2].[CH2:13]([O:15][C:16](=[O:21])[C:17]([NH2:20])=[N:18]O)[CH3:14].O, predict the reaction product. The product is: [CH2:13]([O:15][C:16]([C:17]1[N:20]=[C:7]([C:6]2[CH:10]=[CH:11][C:3]([C:1]#[N:2])=[CH:4][C:5]=2[F:12])[O:8][N:18]=1)=[O:21])[CH3:14]. (3) Given the reactants [CH3:1][O:2][CH2:3][C:4]1[CH:5]=[C:6]([CH:10]=[CH:11][CH:12]=1)[C:7]([OH:9])=O.CN(C)C=O.C(Cl)(=O)C(Cl)=O.[CH3:24][NH:25][O:26][CH3:27].C(N(CC)CC)C, predict the reaction product. The product is: [CH3:27][O:26][N:25]([CH3:24])[C:7](=[O:9])[C:6]1[CH:10]=[CH:11][CH:12]=[C:4]([CH2:3][O:2][CH3:1])[CH:5]=1. (4) Given the reactants [OH:1][C:2]1([C:9]([F:18])([F:17])[C:10](O)([OH:15])[C:11]([F:14])([F:13])[F:12])[CH2:7][CH2:6][C:5](=[O:8])[CH2:4][CH2:3]1.O, predict the reaction product. The product is: [OH:1][C:2]1([C:9]([F:17])([F:18])[C:10](=[O:15])[C:11]([F:13])([F:14])[F:12])[CH2:3][CH2:4][C:5](=[O:8])[CH2:6][CH2:7]1. (5) Given the reactants [F:1][C:2]1[CH:3]=[CH:4][CH:5]=[C:6]2[C:11]=1[N:10]=[CH:9][CH:8]=[C:7]2[OH:12].C1(P(C2C=CC=CC=2)C2C=CC=CC=2)C=CC=CC=1.CC(OC(/N=N/C(OC(C)C)=O)=O)C.[C:46]([O:50][C:51](=[O:61])[NH:52][CH2:53][C@H:54]1[CH2:59][CH2:58][C@@H:57](O)[CH2:56][CH2:55]1)([CH3:49])([CH3:48])[CH3:47], predict the reaction product. The product is: [C:46]([O:50][C:51](=[O:61])[NH:52][CH2:53][C@H:54]1[CH2:55][CH2:56][C@H:57]([O:12][C:7]2[C:6]3[C:11](=[C:2]([F:1])[CH:3]=[CH:4][CH:5]=3)[N:10]=[CH:9][CH:8]=2)[CH2:58][CH2:59]1)([CH3:49])([CH3:47])[CH3:48]. (6) Given the reactants [CH2:1]([NH:8][CH:9]1[CH2:14][CH2:13][CH2:12][CH2:11][CH2:10]1)[C:2]1[CH:7]=[CH:6][CH:5]=[CH:4][CH:3]=1.[CH:15]1[C:27]2[CH:26]([CH2:28][O:29][C:30]([NH:32][C@@H:33]([CH2:37][C:38]3[C:46]4[C:41](=[CH:42][CH:43]=[CH:44][CH:45]=4)[NH:40][CH:39]=3)[C:34](O)=[O:35])=[O:31])[C:25]3[C:20](=[CH:21][CH:22]=[CH:23][CH:24]=3)[C:19]=2[CH:18]=[CH:17][CH:16]=1.C1C2C(COC(=O)N[C@H](C(=O)NC3C=CC(C)=CC=3)CCCCNC(OC(C)(C)C)=O)C3C(=CC=CC=3)C=2C=CC=1, predict the reaction product. The product is: [CH:24]1[C:25]2[CH:26]([CH2:28][O:29][C:30](=[O:31])[NH:32][C@H:33]([C:34](=[O:35])[N:8]([CH2:1][C:2]3[CH:7]=[CH:6][CH:5]=[CH:4][CH:3]=3)[CH:9]3[CH2:10][CH2:11][CH2:12][CH2:13][CH2:14]3)[CH2:37][C:38]3[C:46]4[C:41](=[CH:42][CH:43]=[CH:44][CH:45]=4)[NH:40][CH:39]=3)[C:27]3[C:19](=[CH:18][CH:17]=[CH:16][CH:15]=3)[C:20]=2[CH:21]=[CH:22][CH:23]=1. (7) The product is: [F:1][C:2]1[CH:7]=[C:6]([I:8])[CH:5]=[CH:4][C:3]=1[NH:9][C:10]1[N:15]([CH3:16])[C:14](=[O:17])[C:13]2[CH:18]=[CH:19][S:20][C:12]=2[C:11]=1[C:21]([NH:23][O:24][CH2:25][CH2:26][OH:27])=[O:22]. Given the reactants [F:1][C:2]1[CH:7]=[C:6]([I:8])[CH:5]=[CH:4][C:3]=1[NH:9][C:10]1[N:15]([CH3:16])[C:14](=[O:17])[C:13]2[CH:18]=[CH:19][S:20][C:12]=2[C:11]=1[C:21]([NH:23][O:24][CH2:25][CH2:26][O:27]C=C)=[O:22].Cl, predict the reaction product.